From a dataset of Peptide-MHC class II binding affinity with 134,281 pairs from IEDB. Regression. Given a peptide amino acid sequence and an MHC pseudo amino acid sequence, predict their binding affinity value. This is MHC class II binding data. (1) The peptide sequence is AYSIEFGTNISKEHD. The MHC is HLA-DQA10102-DQB10602 with pseudo-sequence HLA-DQA10102-DQB10602. The binding affinity (normalized) is 0.277. (2) The peptide sequence is DVKFPGGGQIVGGVY. The MHC is DRB1_0101 with pseudo-sequence DRB1_0101. The binding affinity (normalized) is 0.400.